The task is: Regression. Given two drug SMILES strings and cell line genomic features, predict the synergy score measuring deviation from expected non-interaction effect.. This data is from NCI-60 drug combinations with 297,098 pairs across 59 cell lines. (1) Drug 1: CNC(=O)C1=CC=CC=C1SC2=CC3=C(C=C2)C(=NN3)C=CC4=CC=CC=N4. Drug 2: C1=NC2=C(N1)C(=S)N=C(N2)N. Cell line: LOX IMVI. Synergy scores: CSS=52.6, Synergy_ZIP=2.98, Synergy_Bliss=2.76, Synergy_Loewe=-6.50, Synergy_HSA=3.97. (2) Drug 2: CCC1=C2CN3C(=CC4=C(C3=O)COC(=O)C4(CC)O)C2=NC5=C1C=C(C=C5)O. Drug 1: CC1=C(C=C(C=C1)NC(=O)C2=CC=C(C=C2)CN3CCN(CC3)C)NC4=NC=CC(=N4)C5=CN=CC=C5. Synergy scores: CSS=1.16, Synergy_ZIP=0.293, Synergy_Bliss=-0.464, Synergy_Loewe=-3.10, Synergy_HSA=-3.02. Cell line: OVCAR-4.